Predict the reaction yield, written as a fraction of the theoretical maximum amount of product (1.0 means a 100% yield; for example, 0.34 means a 34% yield). From a dataset of Reaction yield outcomes from USPTO patents with 853,638 reactions. The reactants are C(=O)([O-])[O-].[K+].[K+].[OH:7][C:8]1[CH:12]=[C:11]([CH3:13])[NH:10][N:9]=1.F[C:15]1[CH:16]=[CH:17][C:18]([N+:22]([O-:24])=[O:23])=[C:19]([CH3:21])[CH:20]=1.Cl. The catalyst is CN(C=O)C. The product is [CH3:13][C:11]1[NH:10][N:9]=[C:8]([O:7][C:15]2[CH:16]=[CH:17][C:18]([N+:22]([O-:24])=[O:23])=[C:19]([CH3:21])[CH:20]=2)[CH:12]=1. The yield is 0.278.